From a dataset of Reaction yield outcomes from USPTO patents with 853,638 reactions. Predict the reaction yield, written as a fraction of the theoretical maximum amount of product (1.0 means a 100% yield; for example, 0.34 means a 34% yield). (1) The reactants are [O:1]1[CH2:3][C@H:2]1[CH2:4][N:5]1[C:17]2[CH:16]=[CH:15][CH:14]=[CH:13][C:12]=2[C:11]2[C:6]1=[CH:7][CH:8]=[CH:9][CH:10]=2.[NH2:18][CH2:19][C@H:20]([NH:22][C:23](=[O:29])[O:24][C:25]([CH3:28])([CH3:27])[CH3:26])[CH3:21]. The catalyst is C(O)C. The product is [CH:16]1[C:17]2[N:5]([CH2:4][C@@H:2]([OH:1])[CH2:3][NH:18][CH2:19][C@H:20]([NH:22][C:23](=[O:29])[O:24][C:25]([CH3:28])([CH3:27])[CH3:26])[CH3:21])[C:6]3[C:11](=[CH:10][CH:9]=[CH:8][CH:7]=3)[C:12]=2[CH:13]=[CH:14][CH:15]=1. The yield is 0.780. (2) The reactants are [C:1]1([C:17]([OH:19])=[O:18])[C:14]2[C:15]3=[C:16]4[C:11](=[CH:12][CH:13]=2)[CH:10]=[CH:9][CH:8]=[C:7]4[CH:6]=[CH:5][C:4]3=[CH:3][CH:2]=1.[S:20](=O)(=[O:23])([OH:22])[OH:21].[OH-].[Na+]. No catalyst specified. The product is [S:20]([C:9]1[CH:8]=[C:7]2[C:16]3=[C:15]4[C:4](=[CH:3][CH:2]=[C:1]([C:17]([OH:19])=[O:18])[C:14]4=[CH:13][CH:12]=[C:11]3[CH:10]=1)[CH:5]=[CH:6]2)([OH:23])(=[O:22])=[O:21]. The yield is 0.130. (3) The reactants are [OH:1][C:2]1[CH:3]=[C:4]([CH:11]=[CH:12][CH:13]=1)[C:5]([N:7]([O:9][CH3:10])[CH3:8])=[O:6].[CH:14]1[C:19]([CH2:20]O)=[CH:18][CH:17]=[C:16]([Cl:22])[CH:15]=1.C(P(CCCC)CCCC)CCC. The catalyst is O1CCCC1. The product is [Cl:22][C:16]1[CH:17]=[CH:18][C:19]([CH2:20][O:1][C:2]2[CH:3]=[C:4]([CH:11]=[CH:12][CH:13]=2)[C:5]([N:7]([O:9][CH3:10])[CH3:8])=[O:6])=[CH:14][CH:15]=1. The yield is 0.900. (4) The reactants are [C:1]([O:5][C:6]([O:8][N:9]1[CH2:14][CH2:13][CH:12]([OH:15])[CH2:11][CH2:10]1)=[O:7])([CH3:4])([CH3:3])[CH3:2].[CH3:16][S:17](Cl)(=[O:19])=[O:18].CCOC(C)=O.O. The catalyst is C1COCC1. The product is [CH3:16][S:17]([O:15][CH:12]1[CH2:13][CH2:14][N:9]([O:8][C:6]([O:5][C:1]([CH3:4])([CH3:2])[CH3:3])=[O:7])[CH2:10][CH2:11]1)(=[O:19])=[O:18]. The yield is 0.920. (5) The reactants are C(P(=O)(OCC)[O:4]CC)#N.C(N(CC)CC)C.COC1C=C(CCN)C=CC=1OC.F[C:32]1[CH:37]=[CH:36][C:35]([C:38]2[CH:43]=[CH:42][C:41]([CH2:44][CH:45]3[C:54]4[C:49](=[CH:50][C:51]([O:57][CH3:58])=[C:52]([O:55][CH3:56])[CH:53]=4)[CH2:48][CH2:47][N:46]3C(C3C=CC=CC=3)=O)=[CH:40][CH:39]=2)=[C:34](OC)[CH:33]=1. The catalyst is CN(C=O)C.O. The product is [C:38]1([C:35]2[CH:36]=[CH:37][CH:32]=[CH:33][CH:34]=2)[CH:43]=[CH:42][C:41]([CH2:44][C:45]([NH:46][CH2:47][CH2:48][C:49]2[CH:54]=[CH:53][C:52]([O:55][CH3:56])=[C:51]([O:57][CH3:58])[CH:50]=2)=[O:4])=[CH:40][CH:39]=1. The yield is 0.820. (6) The reactants are FC1C(O[C:9](=[O:28])[C:10]2[CH:15]=[C:14]([Cl:16])[C:13]([F:17])=[C:12]([F:18])[C:11]=2[NH:19][C:20]2[CH:25]=[CH:24][C:23]([I:26])=[CH:22][C:21]=2[Cl:27])=C(F)C(F)=C(F)C=1F.[CH3:33][C:34]1([CH3:42])[O:38][CH:37]([CH2:39][O:40][NH2:41])[CH2:36][O:35]1.C(N(C(C)C)CC)(C)C. The catalyst is O1CCCC1. The product is [Cl:16][C:14]1[C:13]([F:17])=[C:12]([F:18])[C:11]([NH:19][C:20]2[CH:25]=[CH:24][C:23]([I:26])=[CH:22][C:21]=2[Cl:27])=[C:10]([CH:15]=1)[C:9]([NH:41][O:40][CH2:39][CH:37]1[CH2:36][O:35][C:34]([CH3:42])([CH3:33])[O:38]1)=[O:28]. The yield is 0.679. (7) The reactants are C[O:2][C:3](=[O:34])[C:4]1[C:9]([OH:10])=[CH:8][CH:7]=[C:6]([N:11]2[C:15]([CH3:16])=[CH:14][CH:13]=[C:12]2[C:17]2[CH:22]=[C:21]([Br:23])[CH:20]=[CH:19][C:18]=2[O:24][CH2:25][C:26]2[CH:31]=[CH:30][C:29]([F:32])=[CH:28][C:27]=2[F:33])[CH:5]=1.[OH-].[Na+]. The catalyst is CO.O.Cl. The product is [Br:23][C:21]1[CH:20]=[CH:19][C:18]([O:24][CH2:25][C:26]2[CH:31]=[CH:30][C:29]([F:32])=[CH:28][C:27]=2[F:33])=[C:17]([C:12]2[N:11]([C:6]3[CH:5]=[C:4]([C:9]([OH:10])=[CH:8][CH:7]=3)[C:3]([OH:34])=[O:2])[C:15]([CH3:16])=[CH:14][CH:13]=2)[CH:22]=1. The yield is 0.260.